This data is from Forward reaction prediction with 1.9M reactions from USPTO patents (1976-2016). The task is: Predict the product of the given reaction. (1) Given the reactants Br[C:2]1[CH:3]=[CH:4][C:5]2[O:9][CH:8]=[CH:7][C:6]=2[CH:10]=1.[CH:11]([C:13]1[CH:18]=[CH:17][C:16](B(O)O)=[CH:15][CH:14]=1)=[O:12].C([O-])([O-])=O.[K+].[K+], predict the reaction product. The product is: [O:9]1[C:5]2[CH:4]=[CH:3][C:2]([C:16]3[CH:17]=[CH:18][C:13]([CH:11]=[O:12])=[CH:14][CH:15]=3)=[CH:10][C:6]=2[CH:7]=[CH:8]1. (2) The product is: [F:1][C:2]1[CH:7]=[C:6]([N+:8]([O-:10])=[O:9])[CH:5]=[CH:4][C:3]=1[N:11]1[CH2:16][CH2:15][S:19](=[O:21])(=[O:18])[CH2:13][CH2:12]1. Given the reactants [F:1][C:2]1[CH:7]=[C:6]([N+:8]([O-:10])=[O:9])[CH:5]=[CH:4][C:3]=1[N:11]1[CH2:16][CH2:15]S[CH2:13][CH2:12]1.O[O:18][S:19]([O-:21])=O.[K+], predict the reaction product. (3) Given the reactants [CH3:1][O:2][CH2:3][C@H:4]([CH3:31])[O:5][C:6]1[CH:7]=[C:8]([C:23]2[NH:27][C:26]([C:28]([OH:30])=O)=[CH:25][CH:24]=2)[CH:9]=[C:10]([O:12][C:13]2[CH:14]=[N:15][C:16]([S:19]([CH3:22])(=[O:21])=[O:20])=[CH:17][CH:18]=2)[CH:11]=1.[NH2:32][C@@H:33]([CH2:37][OH:38])[C@H:34]([CH3:36])[OH:35].C1C=CC2N(O)N=NC=2C=1.O.CN1CCOCC1.CCN=C=NCCCN(C)C.Cl, predict the reaction product. The product is: [OH:35][C@@H:34]([CH3:36])[C@@H:33]([NH:32][C:28]([C:26]1[NH:27][C:23]([C:8]2[CH:9]=[C:10]([O:12][C:13]3[CH:14]=[N:15][C:16]([S:19]([CH3:22])(=[O:20])=[O:21])=[CH:17][CH:18]=3)[CH:11]=[C:6]([O:5][C@@H:4]([CH3:31])[CH2:3][O:2][CH3:1])[CH:7]=2)=[CH:24][CH:25]=1)=[O:30])[CH2:37][OH:38]. (4) Given the reactants [C:1]([N:8]1[CH2:15][CH2:14][CH2:13][C@H:9]1[C:10]([OH:12])=O)([O:3][C:4]([CH3:7])([CH3:6])[CH3:5])=[O:2].[F:16][C:17]([F:27])([F:26])[O:18][C:19]1[CH:20]=[C:21]([CH:23]=[CH:24][CH:25]=1)[NH2:22].CN(C(ON1N=NC2C=CC=CC1=2)=[N+](C)C)C.F[P-](F)(F)(F)(F)F.CCN(C(C)C)C(C)C, predict the reaction product. The product is: [C:4]([O:3][C:1]([N:8]1[CH2:15][CH2:14][CH2:13][C@H:9]1[C:10](=[O:12])[NH:22][C:21]1[CH:23]=[CH:24][CH:25]=[C:19]([O:18][C:17]([F:16])([F:26])[F:27])[CH:20]=1)=[O:2])([CH3:5])([CH3:6])[CH3:7]. (5) Given the reactants [H-].[Na+].[CH3:3][C:4]1[N:5]=[CH:6][NH:7][CH:8]=1.[CH2:9](Br)[C:10]#[CH:11], predict the reaction product. The product is: [CH3:3][C:4]1[N:5]=[CH:6][N:7]([CH2:11][C:10]#[CH:9])[CH:8]=1.